From a dataset of Forward reaction prediction with 1.9M reactions from USPTO patents (1976-2016). Predict the product of the given reaction. (1) The product is: [CH3:20][O:19][C:16]1[C:17]2[N:18]=[C:10]([NH:9][C:8]([N:28]3[CH2:33][CH2:32][C:31]4([C:8](=[O:27])[N:9]([CH3:10])[CH2:35][CH2:36]4)[CH2:30][CH2:29]3)=[O:27])[S:11][C:12]=2[C:13]([N:21]2[CH2:22][CH2:23][O:24][CH2:25][CH2:26]2)=[N:14][CH:15]=1. Given the reactants C1(O[C:8](=[O:27])[NH:9][C:10]2[S:11][C:12]3[C:13]([N:21]4[CH2:26][CH2:25][O:24][CH2:23][CH2:22]4)=[N:14][CH:15]=[C:16]([O:19][CH3:20])[C:17]=3[N:18]=2)C=CC=CC=1.[N:28]1[CH:33]=[CH:32][CH:31]=[CH:30][CH:29]=1.Cl[CH:35](Cl)[CH3:36], predict the reaction product. (2) The product is: [Cl:1][C:2]1[CH:10]=[C:6]([C:7]([NH:29][C@H:30]([C:32]2[CH:41]=[CH:40][C:35]([C:36]([O:38][CH3:39])=[O:37])=[CH:34][CH:33]=2)[CH3:31])=[O:9])[C:5]([O:11][CH2:12][CH2:13][C:14]2[CH:19]=[CH:18][C:17]([Cl:20])=[CH:16][CH:15]=2)=[N:4][CH:3]=1. Given the reactants [Cl:1][C:2]1[CH:3]=[N:4][C:5]([O:11][CH2:12][CH2:13][C:14]2[CH:19]=[CH:18][C:17]([Cl:20])=[CH:16][CH:15]=2)=[C:6]([CH:10]=1)[C:7]([OH:9])=O.ClC1C=CC(COC2C=CC(F)=CC=2F)=C(C=1)C([NH:29][C@H:30]([C:32]1[CH:41]=[CH:40][C:35]([C:36]([O:38][CH3:39])=[O:37])=[CH:34][CH:33]=1)[CH3:31])=O, predict the reaction product.